This data is from Reaction yield outcomes from USPTO patents with 853,638 reactions. The task is: Predict the reaction yield, written as a fraction of the theoretical maximum amount of product (1.0 means a 100% yield; for example, 0.34 means a 34% yield). (1) The reactants are [NH2:1][C:2]1[CH:7]=[CH:6][C:5]([CH2:8][CH2:9][CH2:10][C:11]([OH:13])=[O:12])=[CH:4][CH:3]=1.[C:14]1(=O)[CH2:17][CH2:16][CH2:15]1.[Si]([C:23]#[N:24])(C)(C)C. The catalyst is C(OCC)(=O)C. The product is [C:23]([C:14]1([NH:1][C:2]2[CH:3]=[CH:4][C:5]([CH2:8][CH2:9][CH2:10][C:11]([OH:13])=[O:12])=[CH:6][CH:7]=2)[CH2:17][CH2:16][CH2:15]1)#[N:24]. The yield is 0.740. (2) The reactants are O.[NH2:2][NH2:3].[N+:4]([C:7]1[CH:16]=[CH:15][CH:14]=[C:9]([C:10](OC)=[O:11])[C:8]=1[OH:17])([O-:6])=[O:5].[OH-].[Na+]. The catalyst is O1CCCC1. The product is [OH:17][C:8]1[C:7]([N+:4]([O-:6])=[O:5])=[CH:16][CH:15]=[CH:14][C:9]=1[C:10]([NH:2][NH2:3])=[O:11]. The yield is 0.900. (3) The reactants are CO/[N:3]=[C:4](\[C:11]1[CH:16]=[CH:15][C:14]([Cl:17])=[CH:13][CH:12]=1)/[CH2:5][N:6]1[CH:10]=[CH:9][CH:8]=[N:7]1.O.[OH-].[Na+].C(OCC)C. The catalyst is C1COCC1. The product is [Cl:17][C:14]1[CH:15]=[CH:16][C:11]([CH:4]([NH2:3])[CH2:5][N:6]2[CH:10]=[CH:9][CH:8]=[N:7]2)=[CH:12][CH:13]=1. The yield is 0.550.